This data is from Forward reaction prediction with 1.9M reactions from USPTO patents (1976-2016). The task is: Predict the product of the given reaction. (1) Given the reactants [Cl:1][C:2]1[CH:3]=[CH:4][C:5]2[NH:11][C:10](=S)[C@@H:9]([CH2:13][C:14]([O:16][CH2:17][CH3:18])=[O:15])[O:8][C@H:7]([C:19]3[CH:24]=[CH:23][CH:22]=[C:21]([O:25][CH3:26])[C:20]=3[CH3:27])[C:6]=2[CH:28]=1.O.NN.[F:32][C:33]([F:38])([CH3:37])[C:34](O)=O.Cl.C(N=C=NCCCN(C)C)C.O[N:52]1C2C=CC=CC=2N=[N:53]1, predict the reaction product. The product is: [Cl:1][C:2]1[CH:3]=[CH:4][C:5]2[N:11]3[C:34]([C:33]([F:38])([F:32])[CH3:37])=[N:52][N:53]=[C:10]3[C@@H:9]([CH2:13][C:14]([O:16][CH2:17][CH3:18])=[O:15])[O:8][C@H:7]([C:19]3[CH:24]=[CH:23][CH:22]=[C:21]([O:25][CH3:26])[C:20]=3[CH3:27])[C:6]=2[CH:28]=1. (2) Given the reactants [F:1][C:2]1[C:3]([NH2:10])=[N:4][CH:5]=[C:6]([F:9])[C:7]=1[I:8].[C:11]([O:15][C:16](O[C:16]([O:15][C:11]([CH3:14])([CH3:13])[CH3:12])=[O:17])=[O:17])([CH3:14])([CH3:13])[CH3:12], predict the reaction product. The product is: [C:16]([N:10]([C:16]([O:15][C:11]([CH3:14])([CH3:13])[CH3:12])=[O:17])[C:3]1[C:2]([F:1])=[C:7]([I:8])[C:6]([F:9])=[CH:5][N:4]=1)([O:15][C:11]([CH3:14])([CH3:13])[CH3:12])=[O:17]. (3) Given the reactants [OH:1][C:2]1[CH:9]=[CH:8][C:5]([CH:6]=[O:7])=[CH:4][CH:3]=1.Cl[CH2:11][C:12]([CH3:15])([OH:14])[CH3:13].C(=O)([O-])[O-].[Na+].[Na+].C(=O)(O)[O-].[Na+], predict the reaction product. The product is: [OH:14][C:12]([CH3:15])([CH3:13])[CH2:11][O:1][C:2]1[CH:9]=[CH:8][C:5]([CH:6]=[O:7])=[CH:4][CH:3]=1. (4) Given the reactants [CH3:1][O:2][C:3](=[O:14])[C:4]1[CH:9]=[CH:8][C:7](Cl)=[C:6]([N+:11]([O-:13])=[O:12])[CH:5]=1.[C:15]([O:19][C:20](=[O:26])[N:21]([CH2:23][CH2:24][NH2:25])[CH3:22])([CH3:18])([CH3:17])[CH3:16].CCN(C(C)C)C(C)C, predict the reaction product. The product is: [CH3:1][O:2][C:3](=[O:14])[C:4]1[CH:9]=[CH:8][C:7]([NH:25][CH2:24][CH2:23][N:21]([C:20]([O:19][C:15]([CH3:18])([CH3:17])[CH3:16])=[O:26])[CH3:22])=[C:6]([N+:11]([O-:13])=[O:12])[CH:5]=1. (5) Given the reactants C(=O)([O-])[O-].[K+].[K+].Cl[CH2:8][C:9]([CH3:11])=[CH2:10].[Br:12][C:13]1[CH:18]=[C:17]([F:19])[CH:16]=[CH:15][C:14]=1[OH:20], predict the reaction product. The product is: [Br:12][C:13]1[CH:18]=[C:17]([F:19])[CH:16]=[CH:15][C:14]=1[O:20][CH2:8][C:9]([CH3:11])=[CH2:10].